This data is from Full USPTO retrosynthesis dataset with 1.9M reactions from patents (1976-2016). The task is: Predict the reactants needed to synthesize the given product. Given the product [CH2:15]1[O:14][C:11]2[CH:12]=[CH:13][C:8]([CH2:7][C@H:3]3[CH2:2][O:5][C:4]3=[O:6])=[CH:9][C:10]=2[O:16]1, predict the reactants needed to synthesize it. The reactants are: O[CH2:2][C@H:3]([CH2:7][C:8]1[CH:13]=[CH:12][C:11]2[O:14][CH2:15][O:16][C:10]=2[CH:9]=1)[C:4]([OH:6])=[O:5].C(N(CC)CC)C.ClC(OCC)=O.